This data is from Full USPTO retrosynthesis dataset with 1.9M reactions from patents (1976-2016). The task is: Predict the reactants needed to synthesize the given product. (1) Given the product [O:15]1[CH:16]=[CH:17][CH:18]=[C:14]1[C:12]1[N:13]=[C:9]([NH:8][C:6](=[O:7])[O:5][C:1]([CH3:4])([CH3:2])[CH3:3])[S:10][C:11]=1[CH:19]([OH:20])[CH2:21][CH2:22][CH2:23][CH3:24], predict the reactants needed to synthesize it. The reactants are: [C:1]([O:5][C:6]([NH:8][C:9]1[S:10][C:11]([CH:19]=[O:20])=[C:12]([C:14]2[O:15][CH:16]=[CH:17][CH:18]=2)[N:13]=1)=[O:7])([CH3:4])([CH3:3])[CH3:2].[CH2:21]([Li])[CH2:22][CH2:23][CH3:24].CCCCCC.[Cl-].[NH4+]. (2) The reactants are: [CH2:1]([O:8][C:9]([N:11]1[CH2:15][C@H:14]([O:16][Si:17]([C:20]([CH3:23])([CH3:22])[CH3:21])([CH3:19])[CH3:18])[CH2:13][C@@H:12]1[CH2:24][OH:25])=[O:10])[C:2]1[CH:7]=[CH:6][CH:5]=[CH:4][CH:3]=1.C(N(CC)CC)C.[CH3:33][S:34](Cl)(=[O:36])=[O:35].O. Given the product [CH2:1]([O:8][C:9]([N:11]1[CH2:15][C@H:14]([O:16][Si:17]([C:20]([CH3:21])([CH3:22])[CH3:23])([CH3:19])[CH3:18])[CH2:13][C@@H:12]1[CH2:24][O:25][S:34]([CH3:33])(=[O:36])=[O:35])=[O:10])[C:2]1[CH:7]=[CH:6][CH:5]=[CH:4][CH:3]=1, predict the reactants needed to synthesize it. (3) The reactants are: C1(S([N:10]2[C:18]3[C:13](=[CH:14][C:15]([C:19]4[CH:24]=[CH:23][CH:22]=[CH:21][N:20]=4)=[CH:16][CH:17]=3)[CH:12]=[C:11]2[CH2:25][C:26]([OH:45])([CH2:31][C:32]([C:35]2[C:43]3[O:42][CH2:41][CH2:40][C:39]=3[CH:38]=[C:37]([Cl:44])[CH:36]=2)([CH3:34])[CH3:33])[C:27]([F:30])([F:29])[F:28])(=O)=O)C=CC=CC=1. Given the product [Cl:44][C:37]1[CH:36]=[C:35]([C:32]([CH3:34])([CH3:33])[CH2:31][C:26]([CH2:25][C:11]2[NH:10][C:18]3[C:13]([CH:12]=2)=[CH:14][C:15]([C:19]2[CH:24]=[CH:23][CH:22]=[CH:21][N:20]=2)=[CH:16][CH:17]=3)([OH:45])[C:27]([F:29])([F:28])[F:30])[C:43]2[O:42][CH2:41][CH2:40][C:39]=2[CH:38]=1, predict the reactants needed to synthesize it. (4) Given the product [Br:1][C:2]1[CH:7]=[CH:6][C:5]([N:8]2[CH2:9][CH2:10][N:11]([CH3:16])[CH2:12][CH2:13]2)=[CH:4][C:3]=1[O:14][CH3:15], predict the reactants needed to synthesize it. The reactants are: [Br:1][C:2]1[CH:7]=[CH:6][C:5]([N:8]2[CH2:13][CH2:12][NH:11][CH2:10][CH2:9]2)=[CH:4][C:3]=1[O:14][CH3:15].[C:16](O)(=O)C.C([BH3-])#N.[Na+].C=O. (5) Given the product [CH2:6]([O:5][C:3](=[O:4])[C:2]([CH3:9])([S:11][CH3:10])[CH3:8])[CH3:7], predict the reactants needed to synthesize it. The reactants are: Br[C:2]([CH3:9])([CH3:8])[C:3]([O:5][CH2:6][CH3:7])=[O:4].[CH3:10][SH:11].[OH-].[K+]. (6) Given the product [CH2:1]([N:8]1[CH:12]=[C:11]([C:13]2[CH:18]=[CH:17][C:16]([N+:19]([O-:21])=[O:20])=[CH:15][C:14]=2[O:22][CH:30]([F:36])[F:35])[CH:10]=[N:9]1)[C:2]1[CH:7]=[CH:6][CH:5]=[CH:4][CH:3]=1, predict the reactants needed to synthesize it. The reactants are: [CH2:1]([N:8]1[CH:12]=[C:11]([C:13]2[CH:18]=[CH:17][C:16]([N+:19]([O-:21])=[O:20])=[CH:15][C:14]=2[OH:22])[CH:10]=[N:9]1)[C:2]1[CH:7]=[CH:6][CH:5]=[CH:4][CH:3]=1.C(=O)([O-])[O-].[K+].[K+].Cl[C:30]([F:36])([F:35])C(OC)=O.C([O-])(O)=O.[Na+].